From a dataset of Full USPTO retrosynthesis dataset with 1.9M reactions from patents (1976-2016). Predict the reactants needed to synthesize the given product. (1) Given the product [CH2:1]([O:3][C:4](=[O:25])/[C:5](=[CH:10]/[C:11]1[CH:16]=[CH:15][C:14]([N:17]2[CH:21]=[C:20]([CH3:22])[N:19]=[CH:18]2)=[C:13]([O:23][CH3:24])[CH:12]=1)/[CH2:6][CH2:7][CH2:8][NH:36][CH:29]1[C:30]2[C:35](=[CH:34][CH:33]=[CH:32][CH:31]=2)[O:26][CH2:27][CH2:28]1)[CH3:2], predict the reactants needed to synthesize it. The reactants are: [CH2:1]([O:3][C:4](=[O:25])/[C:5](=[CH:10]/[C:11]1[CH:16]=[CH:15][C:14]([N:17]2[CH:21]=[C:20]([CH3:22])[N:19]=[CH:18]2)=[C:13]([O:23][CH3:24])[CH:12]=1)/[CH2:6][CH2:7][CH2:8]Cl)[CH3:2].[O:26]1[C:35]2[C:30](=[CH:31][CH:32]=[CH:33][CH:34]=2)[CH:29]([NH2:36])[CH2:28][CH2:27]1.C(=O)([O-])[O-].[Cs+].[Cs+].C(OCC)(=O)C. (2) Given the product [F:7][C:8]1[CH:9]=[CH:10][C:11]([C@@H:14]2[CH2:19][C:18](=[O:20])[NH:17][CH:16]=[C:1]2[C:2]([Cl:4])=[O:3])=[CH:12][CH:13]=1, predict the reactants needed to synthesize it. The reactants are: [C:1](Cl)(=O)[C:2]([Cl:4])=[O:3].[F:7][C:8]1[CH:13]=[CH:12][C:11]([C@@H:14]2[CH2:19][C:18](=[O:20])[NH:17][CH:16]=C2C(O)=O)=[CH:10][CH:9]=1.